This data is from Full USPTO retrosynthesis dataset with 1.9M reactions from patents (1976-2016). The task is: Predict the reactants needed to synthesize the given product. Given the product [NH2:1][C:2]1[S:6][C:5]2[CH:7]=[CH:8][CH:9]=[CH:10][C:4]=2[C:3]=1[C:11]([NH2:13])=[O:12], predict the reactants needed to synthesize it. The reactants are: [NH2:1][C:2]1[S:6][C:5]2[CH2:7][CH2:8][CH2:9][CH2:10][C:4]=2[C:3]=1[C:11]([NH2:13])=[O:12].C(C1C(=O)C(Cl)=C(Cl)C(=O)C=1C#N)#N.